Dataset: Catalyst prediction with 721,799 reactions and 888 catalyst types from USPTO. Task: Predict which catalyst facilitates the given reaction. (1) Reactant: [CH3:1][S:2](Cl)(=[O:4])=[O:3].[F:6][C:7]([F:36])([F:35])[C:8]1[CH:9]=[C:10]([CH:28]=[C:29]([C:31]([F:34])([F:33])[F:32])[CH:30]=1)[C:11]([N:13]1[CH2:17][C@@:16]([CH2:25][CH2:26][OH:27])([C:18]2[CH:23]=[CH:22][C:21]([F:24])=[CH:20][CH:19]=2)[O:15][CH2:14]1)=[O:12].C(N(CC)CC)C. Product: [CH3:1][S:2]([O:27][CH2:26][CH2:25][C@:16]1([C:18]2[CH:19]=[CH:20][C:21]([F:24])=[CH:22][CH:23]=2)[O:15][CH2:14][N:13]([C:11](=[O:12])[C:10]2[CH:28]=[C:29]([C:31]([F:34])([F:33])[F:32])[CH:30]=[C:8]([C:7]([F:35])([F:6])[F:36])[CH:9]=2)[CH2:17]1)(=[O:4])=[O:3]. The catalyst class is: 119. (2) Reactant: F[C:2]1[CH:9]=[CH:8][C:7]([C:10]2[S:11][CH:12]=[CH:13][CH:14]=2)=[CH:6][C:3]=1[CH:4]=[O:5].[NH:15]1[CH2:19][CH2:18][CH2:17][CH2:16]1. Product: [N:15]1([C:2]2[CH:9]=[CH:8][C:7]([C:10]3[S:11][CH:12]=[CH:13][CH:14]=3)=[CH:6][C:3]=2[CH:4]=[O:5])[CH2:19][CH2:18][CH2:17][CH2:16]1. The catalyst class is: 13. (3) Product: [Cl:25][CH2:21][C:18]1[CH:19]=[CH:20][C:15]([O:14][CH2:13][C:3]2[N:4]=[C:5]([C:7]3[CH:12]=[CH:11][CH:10]=[CH:9][CH:8]=3)[S:6][C:2]=2[CH3:1])=[CH:16][CH:17]=1. The catalyst class is: 11. Reactant: [CH3:1][C:2]1[S:6][C:5]([C:7]2[CH:12]=[CH:11][CH:10]=[CH:9][CH:8]=2)=[N:4][C:3]=1[CH2:13][O:14][C:15]1[CH:20]=[CH:19][C:18]([CH2:21]O)=[CH:17][CH:16]=1.S(Cl)([Cl:25])=O. (4) Reactant: C(N(CC)CC)C.[CH3:8][N:9]1[CH2:14][CH2:13][N:12]([CH2:15][C:16]2[CH:21]=[CH:20][C:19]([NH2:22])=[CH:18][CH:17]=2)[CH2:11][CH2:10]1.[C:23](Cl)(Cl)=[S:24].C(=O)([O-])O.[Na+]. Product: [N:22]([C:19]1[CH:20]=[CH:21][C:16]([CH2:15][N:12]2[CH2:13][CH2:14][N:9]([CH3:8])[CH2:10][CH2:11]2)=[CH:17][CH:18]=1)=[C:23]=[S:24]. The catalyst class is: 7. (5) Reactant: C(OC([N:8]1[CH2:12][CH2:11][C@H:10]([C@@H:13]([OH:17])[CH2:14][S:15][CH3:16])[CH2:9]1)=O)(C)(C)C.[H-].[Na+].[Cl:20][C:21]1[CH:22]=[CH:23][C:24](F)=[C:25]([CH3:27])[CH:26]=1.CCO. Product: [Cl:20][C:21]1[CH:22]=[CH:23][C:24]([O:17][C@H:13]([C@H:10]2[CH2:11][CH2:12][NH:8][CH2:9]2)[CH2:14][S:15][CH3:16])=[C:25]([CH3:27])[CH:26]=1. The catalyst class is: 517. (6) Reactant: C(#N)C.O.C([O:8][CH:9]1[CH2:13][CH2:12][N:11]([C:14]2[C:15]([CH3:21])=[N:16][C:17]([Br:20])=[CH:18][CH:19]=2)[C:10]1=[O:22])(=O)C. Product: [Br:20][C:17]1[N:16]=[C:15]([CH3:21])[C:14]([N:11]2[CH2:12][CH2:13][C@@H:9]([OH:8])[C:10]2=[O:22])=[CH:19][CH:18]=1. The catalyst class is: 4. (7) Reactant: Br[C:2]1[CH:3]=[C:4]([C:11]2[O:12][C:13]3[C:14]([N:19]=2)=[N:15][CH:16]=[CH:17][CH:18]=3)[C:5]2[O:9][CH:8]=[CH:7][C:6]=2[CH:10]=1.[F:20][C:21]1[CH:26]=[CH:25][C:24]([C:27]2[O:28][C:29]3[CH:39]=[C:38]([N:40]([CH3:45])[S:41]([CH3:44])(=[O:43])=[O:42])[C:37](B4OC(C)(C)C(C)(C)O4)=[CH:36][C:30]=3[C:31]=2[C:32]([NH:34][CH3:35])=[O:33])=[CH:23][CH:22]=1. Product: [F:20][C:21]1[CH:26]=[CH:25][C:24]([C:27]2[O:28][C:29]3[CH:39]=[C:38]([N:40]([CH3:45])[S:41]([CH3:44])(=[O:42])=[O:43])[C:37]([C:2]4[CH:3]=[C:4]([C:11]5[O:12][C:13]6[C:14]([N:19]=5)=[N:15][CH:16]=[CH:17][CH:18]=6)[C:5]5[O:9][CH:8]=[CH:7][C:6]=5[CH:10]=4)=[CH:36][C:30]=3[C:31]=2[C:32]([NH:34][CH3:35])=[O:33])=[CH:23][CH:22]=1. The catalyst class is: 12. (8) Reactant: C(O[C:4]([C:6]1([CH2:22][CH2:23]OC)[CH2:11][CH2:10][N:9]([S:12]([C:15]2[CH:20]=[CH:19][CH:18]=[CH:17][C:16]=2[Cl:21])(=[O:14])=[O:13])[CH2:8][CH2:7]1)=[O:5])C.[Cl-].C[Al+]C.[C:30]1([CH2:36][CH2:37][CH2:38][NH2:39])[CH:35]=[CH:34][CH:33]=[CH:32][CH:31]=1. Product: [Cl:21][C:16]1[CH:17]=[CH:18][CH:19]=[CH:20][C:15]=1[S:12]([N:9]1[CH2:10][CH2:11][C:6]2([C:4](=[O:5])[N:39]([CH2:38][CH2:37][CH2:36][C:30]3[CH:35]=[CH:34][CH:33]=[CH:32][CH:31]=3)[CH2:23][CH2:22]2)[CH2:7][CH2:8]1)(=[O:13])=[O:14]. The catalyst class is: 11. (9) The catalyst class is: 18. Product: [Cl:1][C:2]1[CH:25]=[CH:24][C:5]([CH2:6][NH:7][C:8]([C:10]2[C:11](=[O:23])[C:12]3[S:19][C:18]([CH2:20][N:36]([CH2:35][CH:34]([OH:38])[C:31]4[CH:32]=[CH:33][C:28]([O:27][CH3:26])=[CH:29][CH:30]=4)[CH3:37])=[C:17]([CH3:22])[C:13]=3[N:14]([CH3:16])[CH:15]=2)=[O:9])=[CH:4][CH:3]=1. Reactant: [Cl:1][C:2]1[CH:25]=[CH:24][C:5]([CH2:6][NH:7][C:8]([C:10]2[C:11](=[O:23])[C:12]3[S:19][C:18]([CH2:20]Cl)=[C:17]([CH3:22])[C:13]=3[N:14]([CH3:16])[CH:15]=2)=[O:9])=[CH:4][CH:3]=1.[CH3:26][O:27][C:28]1[CH:33]=[CH:32][C:31]([CH:34]([OH:38])[CH2:35][NH:36][CH3:37])=[CH:30][CH:29]=1.C(N(C(C)C)CC)(C)C.